Dataset: Forward reaction prediction with 1.9M reactions from USPTO patents (1976-2016). Task: Predict the product of the given reaction. (1) Given the reactants [O:1]=[C:2]1[N:10]([CH2:11][CH2:12][CH3:13])[C:9]2[N:8]=[C:7]([C:14]34[CH2:21][CH2:20][C:17]([C:22](O)=[O:23])([CH2:18][CH2:19]3)[CH2:16][CH2:15]4)[NH:6][C:5]=2[C:4](=[O:25])[N:3]1[CH2:26][CH2:27][CH3:28].B, predict the reaction product. The product is: [OH:23][CH2:22][C:17]12[CH2:18][CH2:19][C:14]([C:7]3[NH:6][C:5]4[C:4](=[O:25])[N:3]([CH2:26][CH2:27][CH3:28])[C:2](=[O:1])[N:10]([CH2:11][CH2:12][CH3:13])[C:9]=4[N:8]=3)([CH2:21][CH2:20]1)[CH2:15][CH2:16]2. (2) The product is: [CH3:34][C:31]1([CH3:35])[CH2:32][C:33]2[N:25]([C:23]3[CH:22]=[CH:21][C:17]([C:18]([NH2:20])=[O:19])=[C:16]([NH:15][C@H:10]4[CH2:11][CH2:12][CH2:13][CH2:14][C@@H:9]4[OH:8])[CH:24]=3)[N:26]=[C:27]([C:37]([F:39])([F:40])[F:38])[C:28]=2[C:29](=[O:36])[CH2:30]1. Given the reactants C([O:8][C@H:9]1[CH2:14][CH2:13][CH2:12][CH2:11][C@@H:10]1[NH:15][C:16]1[CH:24]=[C:23]([N:25]2[C:33]3[CH2:32][C:31]([CH3:35])([CH3:34])[CH2:30][C:29](=[O:36])[C:28]=3[C:27]([C:37]([F:40])([F:39])[F:38])=[N:26]2)[CH:22]=[CH:21][C:17]=1[C:18]([NH2:20])=[O:19])C1C=CC=CC=1, predict the reaction product. (3) Given the reactants [F:1][C:2]([F:27])([F:26])[C:3]1[C:12]([O:13][CH:14]2[CH2:19][CH2:18][CH:17]([C:20]([F:23])([F:22])[F:21])[CH2:16][CH2:15]2)=[CH:11][CH:10]=[C:9]2[C:4]=1[CH:5]=[CH:6][C:7]([CH:24]=O)=[CH:8]2.[N:28]1[NH:29][N:30]=[N:31][C:32]=1[CH:33]1[CH2:38][CH2:37][NH:36][CH2:35][CH2:34]1.C([BH3-])#N.[Na+], predict the reaction product. The product is: [N:31]1[NH:30][N:29]=[N:28][C:32]=1[CH:33]1[CH2:38][CH2:37][N:36]([CH2:24][C:7]2[CH:6]=[CH:5][C:4]3[C:9](=[CH:10][CH:11]=[C:12]([O:13][C@H:14]4[CH2:19][CH2:18][C@@H:17]([C:20]([F:21])([F:22])[F:23])[CH2:16][CH2:15]4)[C:3]=3[C:2]([F:1])([F:27])[F:26])[CH:8]=2)[CH2:35][CH2:34]1. (4) Given the reactants [O:1]=[C:2]1[NH:7][C:6]([CH2:8][C:9]2[CH:13]=[CH:12][S:11][CH:10]=2)=[N:5][C:4]([N:14]2[CH2:19][CH2:18][NH:17][CH2:16][CH2:15]2)=[C:3]1[C:20]#[N:21].C(N(CC)CC)C.[C:29](Cl)(=[O:31])[CH3:30], predict the reaction product. The product is: [C:29]([N:17]1[CH2:16][CH2:15][N:14]([C:4]2[N:5]=[C:6]([CH2:8][C:9]3[CH:13]=[CH:12][S:11][CH:10]=3)[NH:7][C:2](=[O:1])[C:3]=2[C:20]#[N:21])[CH2:19][CH2:18]1)(=[O:31])[CH3:30].